Dataset: NCI-60 drug combinations with 297,098 pairs across 59 cell lines. Task: Regression. Given two drug SMILES strings and cell line genomic features, predict the synergy score measuring deviation from expected non-interaction effect. (1) Drug 1: CCC1=C2CN3C(=CC4=C(C3=O)COC(=O)C4(CC)O)C2=NC5=C1C=C(C=C5)O. Drug 2: C1=NC2=C(N1)C(=S)N=CN2. Cell line: 786-0. Synergy scores: CSS=59.2, Synergy_ZIP=-0.0860, Synergy_Bliss=-0.117, Synergy_Loewe=-23.3, Synergy_HSA=-0.0213. (2) Drug 1: C1CCC(C1)C(CC#N)N2C=C(C=N2)C3=C4C=CNC4=NC=N3. Drug 2: C1=NC2=C(N1)C(=S)N=CN2. Cell line: NCIH23. Synergy scores: CSS=16.0, Synergy_ZIP=-8.52, Synergy_Bliss=-7.84, Synergy_Loewe=-16.0, Synergy_HSA=-6.91. (3) Drug 1: CCCS(=O)(=O)NC1=C(C(=C(C=C1)F)C(=O)C2=CNC3=C2C=C(C=N3)C4=CC=C(C=C4)Cl)F. Drug 2: CC1=C(C=C(C=C1)NC2=NC=CC(=N2)N(C)C3=CC4=NN(C(=C4C=C3)C)C)S(=O)(=O)N.Cl. Cell line: MALME-3M. Synergy scores: CSS=49.4, Synergy_ZIP=2.53, Synergy_Bliss=2.21, Synergy_Loewe=-6.12, Synergy_HSA=2.98. (4) Drug 1: CCCCC(=O)OCC(=O)C1(CC(C2=C(C1)C(=C3C(=C2O)C(=O)C4=C(C3=O)C=CC=C4OC)O)OC5CC(C(C(O5)C)O)NC(=O)C(F)(F)F)O. Drug 2: C1CN1C2=NC(=NC(=N2)N3CC3)N4CC4. Cell line: HS 578T. Synergy scores: CSS=52.4, Synergy_ZIP=6.94, Synergy_Bliss=8.54, Synergy_Loewe=-6.69, Synergy_HSA=2.02. (5) Cell line: OVCAR-5. Drug 1: CN(C(=O)NC(C=O)C(C(C(CO)O)O)O)N=O. Synergy scores: CSS=2.98, Synergy_ZIP=0.451, Synergy_Bliss=3.86, Synergy_Loewe=0.298, Synergy_HSA=1.31. Drug 2: C1C(C(OC1N2C=NC(=NC2=O)N)CO)O. (6) Drug 1: CS(=O)(=O)C1=CC(=C(C=C1)C(=O)NC2=CC(=C(C=C2)Cl)C3=CC=CC=N3)Cl. Drug 2: CC1C(C(=O)NC(C(=O)N2CCCC2C(=O)N(CC(=O)N(C(C(=O)O1)C(C)C)C)C)C(C)C)NC(=O)C3=C4C(=C(C=C3)C)OC5=C(C(=O)C(=C(C5=N4)C(=O)NC6C(OC(=O)C(N(C(=O)CN(C(=O)C7CCCN7C(=O)C(NC6=O)C(C)C)C)C)C(C)C)C)N)C. Cell line: HOP-92. Synergy scores: CSS=18.3, Synergy_ZIP=17.8, Synergy_Bliss=19.6, Synergy_Loewe=19.5, Synergy_HSA=18.8. (7) Drug 1: C1=C(C(=O)NC(=O)N1)N(CCCl)CCCl. Drug 2: C(CCl)NC(=O)N(CCCl)N=O. Cell line: A549. Synergy scores: CSS=30.8, Synergy_ZIP=2.57, Synergy_Bliss=8.51, Synergy_Loewe=-1.79, Synergy_HSA=5.67. (8) Drug 1: C1CCN(CC1)CCOC2=CC=C(C=C2)C(=O)C3=C(SC4=C3C=CC(=C4)O)C5=CC=C(C=C5)O. Drug 2: C1=CC(=CC=C1CC(C(=O)O)N)N(CCCl)CCCl.Cl. Cell line: PC-3. Synergy scores: CSS=11.7, Synergy_ZIP=-2.52, Synergy_Bliss=0.392, Synergy_Loewe=-3.25, Synergy_HSA=-2.75.